Dataset: Full USPTO retrosynthesis dataset with 1.9M reactions from patents (1976-2016). Task: Predict the reactants needed to synthesize the given product. (1) The reactants are: [Cl:1][C:2]1[CH:7]=[CH:6][C:5]([C:8]2([OH:33])[CH2:13][CH2:12][N:11]([CH2:14][CH2:15][CH:16]=[C:17]3[C:27]4[C:22](=[N:23][CH:24]=[CH:25][CH:26]=4)[O:21][C:20]4[CH:28]=[CH:29][CH:30]=[C:31]([OH:32])[C:19]=4[CH2:18]3)[CH2:10][CH2:9]2)=[CH:4][CH:3]=1.[F:34][C:35]([F:48])([F:47])[S:36](O[S:36]([C:35]([F:48])([F:47])[F:34])(=[O:38])=[O:37])(=[O:38])=[O:37].O.C(OCC)C. Given the product [Cl:1][C:2]1[CH:7]=[CH:6][C:5]([C:8]2([OH:33])[CH2:9][CH2:10][N:11]([CH2:14][CH2:15][CH:16]=[C:17]3[C:27]4[C:22](=[N:23][CH:24]=[CH:25][CH:26]=4)[O:21][C:20]4[CH:28]=[CH:29][CH:30]=[C:31]([O:32][S:36]([C:35]([F:48])([F:47])[F:34])(=[O:38])=[O:37])[C:19]=4[CH2:18]3)[CH2:12][CH2:13]2)=[CH:4][CH:3]=1, predict the reactants needed to synthesize it. (2) The reactants are: [CH3:1][O:2][C:3]1[CH:12]=[C:11]2[C:6]([CH2:7][CH2:8][CH2:9][C:10]2=O)=[CH:5][CH:4]=1.[C:14](#[N:18])[CH2:15][C:16]#[N:17].C1(C)C=CC=CC=1.C([O-])(=O)C.[NH4+].C(O)(=O)C. Given the product [CH3:1][O:2][C:3]1[CH:12]=[C:11]2[C:6]([CH2:7][CH2:8][CH2:9][C:10]2=[C:15]([C:14]#[N:18])[C:16]#[N:17])=[CH:5][CH:4]=1, predict the reactants needed to synthesize it. (3) Given the product [F:1][C:2]1[CH:3]=[CH:4][C:5]([CH2:6][N:7]2[C:19](=[O:20])[C:18]3[C:17]([OH:21])=[C:16]4[C:11]([CH:12]=[CH:13][CH:14]=[N:15]4)=[C:10]([O:25][CH3:26])[C:9]=3[C:8]2=[O:27])=[CH:28][CH:29]=1, predict the reactants needed to synthesize it. The reactants are: [F:1][C:2]1[CH:29]=[CH:28][C:5]([CH2:6][N:7]2[C:19](=[O:20])[C:18]3[C:17]([O:21]COC)=[C:16]4[C:11]([CH:12]=[CH:13][CH:14]=[N:15]4)=[C:10]([O:25][CH3:26])[C:9]=3[C:8]2=[O:27])=[CH:4][CH:3]=1.FC(F)(F)C(O)=O. (4) Given the product [C:56]([C:51]1[CH:52]=[C:53]2[C:48](=[CH:49][CH:50]=1)[C:47](=[O:60])[N:46]([CH2:45][C:44]1[CH:61]=[CH:62][C:41]([B:64]3[O:68][C:67]([CH3:70])([CH3:69])[C:66]([CH3:72])([CH3:71])[O:65]3)=[CH:42][C:43]=1[F:63])[CH2:55][CH2:54]2)([CH3:59])([CH3:58])[CH3:57], predict the reactants needed to synthesize it. The reactants are: C(C1C=C2C(=C(F)C=1)C(=O)N(CC1C=CC(C3C=CN=C4NC(C5C=NN(C)C=5)=NC=34)=CC=1F)N=C2)(C)(C)C.Br[C:41]1[CH:62]=[CH:61][C:44]([CH2:45][N:46]2[CH2:55][CH2:54][C:53]3[C:48](=[CH:49][CH:50]=[C:51]([C:56]([CH3:59])([CH3:58])[CH3:57])[CH:52]=3)[C:47]2=[O:60])=[C:43]([F:63])[CH:42]=1.[B:64]1(B2OC(C)(C)C(C)(C)O2)[O:68][C:67]([CH3:70])([CH3:69])[C:66]([CH3:72])([CH3:71])[O:65]1.C1(P(C2CCCCC2)C2C=CC=CC=2C2C(C(C)C)=CC(C(C)C)=CC=2C(C)C)CCCCC1.C([O-])(=O)C.[K+].O1CCOCC1. (5) Given the product [C:41]12([C:51]([N:10]3[CH2:11][CH2:12][C:13]4[C:18](=[CH:17][CH:16]=[CH:15][CH:14]=4)[C@H:9]3[C:6]3[CH:5]=[CH:4][C:3]([C:2]([F:1])([F:19])[F:20])=[CH:8][CH:7]=3)=[O:52])[CH2:48][CH:47]3[CH2:46][CH:45]([CH2:44][CH:43]([CH2:49]3)[CH2:42]1)[CH2:50]2, predict the reactants needed to synthesize it. The reactants are: [F:1][C:2]([F:20])([F:19])[C:3]1[CH:8]=[CH:7][C:6]([C@@H:9]2[C:18]3[C:13](=[CH:14][CH:15]=[CH:16][CH:17]=3)[CH2:12][CH2:11][NH:10]2)=[CH:5][CH:4]=1.C(N=C=NC(C)C)(C)C.O.N1(O)C2C=CC=CC=2N=N1.[C:41]12([C:51](O)=[O:52])[CH2:50][CH:45]3[CH2:46][CH:47]([CH2:49][CH:43]([CH2:44]3)[CH2:42]1)[CH2:48]2.